From a dataset of NCI-60 drug combinations with 297,098 pairs across 59 cell lines. Regression. Given two drug SMILES strings and cell line genomic features, predict the synergy score measuring deviation from expected non-interaction effect. (1) Drug 1: C1=CC(=CC=C1CCC2=CNC3=C2C(=O)NC(=N3)N)C(=O)NC(CCC(=O)O)C(=O)O. Cell line: SK-MEL-2. Drug 2: CC(CN1CC(=O)NC(=O)C1)N2CC(=O)NC(=O)C2. Synergy scores: CSS=18.4, Synergy_ZIP=-0.868, Synergy_Bliss=0.680, Synergy_Loewe=-11.3, Synergy_HSA=3.35. (2) Drug 1: C1CN1C2=NC(=NC(=N2)N3CC3)N4CC4. Drug 2: CC12CCC3C(C1CCC2OP(=O)(O)O)CCC4=C3C=CC(=C4)OC(=O)N(CCCl)CCCl.[Na+]. Cell line: M14. Synergy scores: CSS=28.1, Synergy_ZIP=-0.755, Synergy_Bliss=1.18, Synergy_Loewe=0.560, Synergy_HSA=2.51. (3) Drug 1: COC1=NC(=NC2=C1N=CN2C3C(C(C(O3)CO)O)O)N. Drug 2: CCC1(CC2CC(C3=C(CCN(C2)C1)C4=CC=CC=C4N3)(C5=C(C=C6C(=C5)C78CCN9C7C(C=CC9)(C(C(C8N6C)(C(=O)OC)O)OC(=O)C)CC)OC)C(=O)OC)O.OS(=O)(=O)O. Cell line: OVCAR-8. Synergy scores: CSS=28.5, Synergy_ZIP=2.69, Synergy_Bliss=2.95, Synergy_Loewe=1.34, Synergy_HSA=1.43. (4) Drug 1: CN(C)C1=NC(=NC(=N1)N(C)C)N(C)C. Drug 2: B(C(CC(C)C)NC(=O)C(CC1=CC=CC=C1)NC(=O)C2=NC=CN=C2)(O)O. Cell line: SK-OV-3. Synergy scores: CSS=-3.89, Synergy_ZIP=0.0612, Synergy_Bliss=-2.25, Synergy_Loewe=-5.82, Synergy_HSA=-2.84. (5) Drug 1: C1=CC=C(C(=C1)C(C2=CC=C(C=C2)Cl)C(Cl)Cl)Cl. Drug 2: COCCOC1=C(C=C2C(=C1)C(=NC=N2)NC3=CC=CC(=C3)C#C)OCCOC.Cl. Cell line: NCI-H322M. Synergy scores: CSS=24.5, Synergy_ZIP=0.315, Synergy_Bliss=5.65, Synergy_Loewe=-15.8, Synergy_HSA=4.60. (6) Drug 1: C1=CN(C(=O)N=C1N)C2C(C(C(O2)CO)O)O.Cl. Drug 2: CC1CCC2CC(C(=CC=CC=CC(CC(C(=O)C(C(C(=CC(C(=O)CC(OC(=O)C3CCCCN3C(=O)C(=O)C1(O2)O)C(C)CC4CCC(C(C4)OC)OCCO)C)C)O)OC)C)C)C)OC. Cell line: TK-10. Synergy scores: CSS=19.1, Synergy_ZIP=-5.68, Synergy_Bliss=2.03, Synergy_Loewe=-9.21, Synergy_HSA=3.81. (7) Drug 1: CC12CCC3C(C1CCC2=O)CC(=C)C4=CC(=O)C=CC34C. Drug 2: CC1C(C(CC(O1)OC2CC(CC3=C2C(=C4C(=C3O)C(=O)C5=CC=CC=C5C4=O)O)(C(=O)C)O)N)O. Cell line: SF-295. Synergy scores: CSS=34.8, Synergy_ZIP=-0.405, Synergy_Bliss=-1.95, Synergy_Loewe=-16.9, Synergy_HSA=-1.57.